Task: Predict the reactants needed to synthesize the given product.. Dataset: Full USPTO retrosynthesis dataset with 1.9M reactions from patents (1976-2016) Given the product [CH2:1]([O:3][C:4]1[CH:5]=[C:6]([CH2:7][N:8]2[CH2:9][C:10]3([CH2:15][C:14]([N:16]4[CH2:21][CH2:20][C:19]([CH3:27])([C:22]([OH:24])=[O:23])[CH2:18][CH2:17]4)=[N:13][O:12]3)[CH2:11]2)[CH:28]=[C:29]([O:32][CH2:33][CH3:34])[C:30]=1[C:40]1[CH:41]=[CH:42][C:37]([O:36][CH3:35])=[CH:38][CH:39]=1)[CH3:2], predict the reactants needed to synthesize it. The reactants are: [CH2:1]([O:3][C:4]1[CH:5]=[C:6]([CH:28]=[C:29]([O:32][CH2:33][CH3:34])[C:30]=1I)[CH2:7][N:8]1[CH2:11][C:10]2([CH2:15][C:14]([N:16]3[CH2:21][CH2:20][C:19]([CH3:27])([C:22]([O:24]CC)=[O:23])[CH2:18][CH2:17]3)=[N:13][O:12]2)[CH2:9]1)[CH3:2].[CH3:35][O:36][C:37]1[CH:42]=[CH:41][C:40](B(O)O)=[CH:39][CH:38]=1.